Dataset: Full USPTO retrosynthesis dataset with 1.9M reactions from patents (1976-2016). Task: Predict the reactants needed to synthesize the given product. (1) Given the product [Br:13][C:14]1[CH:21]=[CH:20][C:19]([OH:22])=[CH:18][C:15]=1[CH:16]=[CH:1][C:2](=[O:7])[CH2:3][C:4](=[O:6])[CH3:5], predict the reactants needed to synthesize it. The reactants are: [CH3:1][C:2](=[O:7])[CH2:3][C:4](=[O:6])[CH3:5].B(OB=O)=O.[Br:13][C:14]1[CH:21]=[CH:20][C:19]([OH:22])=[CH:18][C:15]=1[CH:16]=O.C(OC)(OC)OC.C(N)CCC.Cl. (2) Given the product [Cl:44][C:34]1[CH:33]=[C:32]([C@@H:25]([NH:24][C:9](=[O:11])[CH2:8][NH:7][C:5](=[O:6])[C:4]2[CH:12]=[C:13]([NH:15][C:16]3[NH:17][CH2:18][CH:19]([OH:22])[CH2:20][N:21]=3)[CH:14]=[C:2]([OH:1])[CH:3]=2)[CH2:26][C:27]([O:29][CH2:30][CH3:31])=[O:28])[CH:37]=[C:36]([C:38]2([C:42]#[N:43])[CH2:41][CH2:40][CH2:39]2)[CH:35]=1, predict the reactants needed to synthesize it. The reactants are: [OH:1][C:2]1[CH:3]=[C:4]([CH:12]=[C:13]([NH:15][C:16]2[NH:17][CH2:18][CH:19]([OH:22])[CH2:20][N:21]=2)[CH:14]=1)[C:5]([NH:7][CH2:8][C:9]([OH:11])=O)=[O:6].Cl.[NH2:24][C@H:25]([C:32]1[CH:37]=[C:36]([C:38]2([C:42]#[N:43])[CH2:41][CH2:40][CH2:39]2)[CH:35]=[C:34]([Cl:44])[CH:33]=1)[CH2:26][C:27]([O:29][CH2:30][CH3:31])=[O:28].O.ON1C2C=CC=CC=2N=N1.